Task: Predict which catalyst facilitates the given reaction.. Dataset: Catalyst prediction with 721,799 reactions and 888 catalyst types from USPTO (1) Reactant: [CH3:1][C@H:2]1[C:6](=[O:7])[N:5]([C:8]([O:10][C:11]([CH3:14])([CH3:13])[CH3:12])=[O:9])[C@H:4]([C:15](OC)=[O:16])[CH2:3]1.[Li+].[BH4-].CCO. Product: [OH:7][CH2:6][C@H:2]([CH3:1])[CH2:3][C@H:4]([NH:5][C:8](=[O:9])[O:10][C:11]([CH3:13])([CH3:12])[CH3:14])[CH2:15][OH:16]. The catalyst class is: 1. (2) Reactant: [Br:1][C:2]1[CH:3]=[C:4]2[C:8](=[CH:9][CH:10]=1)[NH:7][C:6](=[O:11])[CH2:5]2.[Cl:12][C:13]1[CH:18]=[CH:17][C:16]([S:19]([C:22]2[C:23]([CH2:30][CH2:31][C:32]([OH:34])=[O:33])=[C:24]([CH:28]=O)[NH:25][C:26]=2[CH3:27])(=[O:21])=[O:20])=[CH:15][CH:14]=1.N1CCCCC1. Product: [Br:1][C:2]1[CH:3]=[C:4]2[C:8](=[CH:9][CH:10]=1)[NH:7][C:6](=[O:11])/[C:5]/2=[CH:28]\[C:24]1[NH:25][C:26]([CH3:27])=[C:22]([S:19]([C:16]2[CH:15]=[CH:14][C:13]([Cl:12])=[CH:18][CH:17]=2)(=[O:20])=[O:21])[C:23]=1[CH2:30][CH2:31][C:32]([OH:34])=[O:33]. The catalyst class is: 8. (3) Reactant: [C:1]([C:3]1[CH:31]=[CH:30][C:6]([CH2:7][NH:8][C:9](=[O:29])[CH:10]([C:14]2[C:19]([F:20])=[CH:18][C:17]([C:21]3[CH:26]=[CH:25][CH:24]=[CH:23][C:22]=3[OH:27])=[CH:16][C:15]=2[F:28])[O:11][CH2:12][CH3:13])=[CH:5][CH:4]=1)#[N:2].[CH2:32]([O:39][CH2:40][CH2:41]O)[C:33]1[CH:38]=[CH:37][CH:36]=[CH:35][CH:34]=1.N(C(OCC)=O)=NC(OCC)=O.C1(P(C2C=CC=CC=2)C2C=CC=CC=2)C=CC=CC=1. Product: [CH2:32]([O:39][CH2:40][CH2:41][O:27][C:22]1[CH:23]=[CH:24][CH:25]=[CH:26][C:21]=1[C:17]1[CH:16]=[C:15]([F:28])[C:14]([CH:10]([O:11][CH2:12][CH3:13])[C:9]([NH:8][CH2:7][C:6]2[CH:5]=[CH:4][C:3]([C:1]#[N:2])=[CH:31][CH:30]=2)=[O:29])=[C:19]([F:20])[CH:18]=1)[C:33]1[CH:38]=[CH:37][CH:36]=[CH:35][CH:34]=1. The catalyst class is: 1. (4) Product: [NH2:19][C:20]1[N:25]=[CH:24][N:23]=[C:22]2[N:26]([CH2:34][C:35]([N:11]3[CH2:12][CH2:13][N:8]([C:5]4[CH:6]=[CH:7][C:2]([Cl:1])=[C:3]([O:14][C:15]([F:18])([F:16])[F:17])[CH:4]=4)[CH2:9][CH2:10]3)=[O:36])[N:27]=[C:28]([C:29]3[NH:33][CH:32]=[CH:31][N:30]=3)[C:21]=12. The catalyst class is: 39. Reactant: [Cl:1][C:2]1[CH:7]=[CH:6][C:5]([N:8]2[CH2:13][CH2:12][NH:11][CH2:10][CH2:9]2)=[CH:4][C:3]=1[O:14][C:15]([F:18])([F:17])[F:16].[NH2:19][C:20]1[N:25]=[CH:24][N:23]=[C:22]2[N:26]([CH2:34][C:35](O)=[O:36])[N:27]=[C:28]([C:29]3[NH:30][CH:31]=[CH:32][N:33]=3)[C:21]=12.CN(C(ON1N=NC2C=CC=NC1=2)=[N+](C)C)C.F[P-](F)(F)(F)(F)F.C(N(CC)C(C)C)(C)C. (5) Reactant: [NH2:1][CH:2]([C:17]([O:19][CH2:20][CH3:21])=[O:18])[CH:3]([N:7]1[CH:11]=[CH:10][C:9]([CH3:12])=[C:8]1[C:13](OC)=[O:14])[O:4][CH2:5][CH3:6]. Product: [CH2:5]([O:4][CH:3]1[N:7]2[CH:11]=[CH:10][C:9]([CH3:12])=[C:8]2[C:13](=[O:14])[NH:1][CH:2]1[C:17]([O:19][CH2:20][CH3:21])=[O:18])[CH3:6]. The catalyst class is: 11. (6) Reactant: [CH3:1][C:2]([C:4]1[CH:9]=[CH:8][C:7]([O:10][CH3:11])=[C:6]([O:12][CH3:13])[CH:5]=1)=[O:3].[CH3:14][O:15][C:16]1[CH:17]=[C:18]([NH:26][C:27]2[N:34]=[CH:33][CH:32]=[CH:31][C:28]=2[CH:29]=O)[CH:19]=[C:20]([O:24][CH3:25])[C:21]=1[O:22][CH3:23].Cl. Product: [CH3:13][O:12][C:6]1[CH:5]=[C:4]([C:2](=[O:3])/[CH:1]=[CH:29]/[C:28]2[C:27]([NH:26][C:18]3[CH:19]=[C:20]([O:24][CH3:25])[C:21]([O:22][CH3:23])=[C:16]([O:15][CH3:14])[CH:17]=3)=[N:34][CH:33]=[CH:32][CH:31]=2)[CH:9]=[CH:8][C:7]=1[O:10][CH3:11]. The catalyst class is: 5. (7) Reactant: [Br:1][C:2]1[C:10]2[C:9]([C:11]([OH:13])=O)=[CH:8][C:7]([C:14]3[CH:19]=[CH:18][CH:17]=[CH:16][CH:15]=3)=[N:6][C:5]=2[N:4]([CH:20]([CH3:22])[CH3:21])[N:3]=1.Cl.[NH2:24][CH2:25][C:26]1[C:27](=[O:34])[NH:28][C:29]([CH3:33])=[CH:30][C:31]=1[CH3:32].C1C=CC2N(O)N=NC=2C=1.C(Cl)CCl.CCN(C(C)C)C(C)C.CN1CCOCC1.[Al].C([O-])([O-])=O.[Na+].[Na+]. Product: [Br:1][C:2]1[C:10]2[C:9]([C:11]([NH:24][CH2:25][C:26]3[C:27](=[O:34])[NH:28][C:29]([CH3:33])=[CH:30][C:31]=3[CH3:32])=[O:13])=[CH:8][C:7]([C:14]3[CH:19]=[CH:18][CH:17]=[CH:16][CH:15]=3)=[N:6][C:5]=2[N:4]([CH:20]([CH3:21])[CH3:22])[N:3]=1. The catalyst class is: 58.